Dataset: Catalyst prediction with 721,799 reactions and 888 catalyst types from USPTO. Task: Predict which catalyst facilitates the given reaction. (1) Reactant: C([Li])CCC.[S:6]1[CH:10]=[CH:9][CH:8]=[CH:7]1.[Li].[CH2:12]([O:14][Si:15](OCC)([O:19][CH2:20]C)[O:16][CH2:17]C)C. Product: [S:6]1[CH:10]=[CH:9][CH:8]=[C:7]1[Si:15]([O:19][CH3:20])([O:16][CH3:17])[O:14][CH3:12]. The catalyst class is: 323. (2) The catalyst class is: 3. Reactant: [Cl:1][C:2]1[CH:3]=[CH:4][CH:5]=[C:6]2[C:11]=1[N:10]=[C:9]([C:12]1[CH:17]=[CH:16][CH:15]=[CH:14][C:13]=1[Cl:18])[C:8]([CH2:19][N:20]1[C:24]3=[N:25][CH:26]=[N:27][C:28]([NH2:29])=[C:23]3[C:22](I)=[N:21]1)=[CH:7]2.[C:31](=[O:34])([O-])[O-].[Na+].[Na+]. Product: [NH2:29][C:28]1[N:27]=[CH:26][N:25]=[C:24]2[N:20]([CH2:19][C:8]3[C:9]([C:12]4[CH:17]=[CH:16][CH:15]=[CH:14][C:13]=4[Cl:18])=[N:10][C:11]4[C:6]([CH:7]=3)=[CH:5][CH:4]=[CH:3][C:2]=4[Cl:1])[N:21]=[C:22]([C:11]3[CH:6]=[C:31]([OH:34])[CH:4]=[CH:3][CH:2]=3)[C:23]=12. (3) Reactant: [H-].[Na+].[C:3](=[N:6][OH:7])([NH2:5])[CH3:4].[C:8]1([CH2:18][C:19]([NH:21][C:22]2[CH:26]=[CH:25][S:24][C:23]=2[C:27](OC)=O)=[O:20])[C:17]2[C:12](=[CH:13][CH:14]=[CH:15][CH:16]=2)[CH:11]=[CH:10][CH:9]=1. Product: [CH3:4][C:3]1[N:5]=[C:27]([C:23]2[S:24][CH:25]=[CH:26][C:22]=2[NH:21][C:19](=[O:20])[CH2:18][C:8]2[C:17]3[C:12](=[CH:13][CH:14]=[CH:15][CH:16]=3)[CH:11]=[CH:10][CH:9]=2)[O:7][N:6]=1. The catalyst class is: 56. (4) Reactant: C(N[CH:5]([CH3:7])[CH3:6])(C)C.[Li][CH2:9]CCC.[Br:13][C:14]1[CH:19]=[C:18]([F:20])[CH:17]=[C:16]([F:21])[CH:15]=1.[CH2:22]([O:24]CC)C.[OH2:27]. Product: [Br:13][C:14]1[CH:19]=[C:18]([F:20])[C:17]([C:22]([O:24][C:5]([CH3:7])([CH3:9])[CH3:6])=[O:27])=[C:16]([F:21])[CH:15]=1. The catalyst class is: 1.